This data is from Catalyst prediction with 721,799 reactions and 888 catalyst types from USPTO. The task is: Predict which catalyst facilitates the given reaction. (1) Reactant: C([Li])CCC.O1CCCC1.Br[C:12]1[CH:17]=[CH:16][CH:15]=[CH:14][N:13]=1.[F:18][C:19]1[CH:26]=[CH:25][C:24]([F:27])=[CH:23][C:20]=1[CH:21]=[O:22]. Product: [F:18][C:19]1[CH:26]=[CH:25][C:24]([F:27])=[CH:23][C:20]=1[CH:21]([OH:22])[C:12]1[CH:17]=[CH:16][CH:15]=[CH:14][N:13]=1. The catalyst class is: 6. (2) Reactant: [CH:1]1[CH:2]=[CH:3][N:4]=[C:5]([C@@H:7]([O:15][CH:16]2[CH2:21][CH2:20][N:19]([CH2:22][CH2:23][CH2:24][C:25]([OH:27])=[O:26])[CH2:18][CH2:17]2)[C:8]2[CH:9]=[CH:10][C:11]([Cl:14])=[CH:12][CH:13]=2)[CH:6]=1.[OH-].[Ca+2:29].[OH-]. Product: [CH:1]1[CH:2]=[CH:3][N:4]=[C:5]([C@@H:7]([O:15][CH:16]2[CH2:17][CH2:18][N:19]([CH2:22][CH2:23][CH2:24][C:25]([OH:27])=[O:26])[CH2:20][CH2:21]2)[C:8]2[CH:9]=[CH:10][C:11]([Cl:14])=[CH:12][CH:13]=2)[CH:6]=1.[Ca:29]. The catalyst class is: 72. (3) Reactant: [N+:1]([C:4]1[CH:9]=[CH:8][C:7]([N:10]2[CH2:15][CH2:14][NH:13][CH2:12][CH2:11]2)=[CH:6][CH:5]=1)([O-:3])=[O:2].[CH2:16]1[O:19][C@H:17]1[CH3:18].C(Cl)Cl.CO. Product: [N+:1]([C:4]1[CH:5]=[CH:6][C:7]([N:10]2[CH2:15][CH2:14][N:13]([CH2:16][C@@H:17]([OH:19])[CH3:18])[CH2:12][CH2:11]2)=[CH:8][CH:9]=1)([O-:3])=[O:2]. The catalyst class is: 5. (4) Reactant: Cl.[NH2:2][C@H:3]([C:14]([O:16][CH3:17])=[O:15])[CH2:4][C:5]1[C:13]2[C:8](=[CH:9][CH:10]=[CH:11][CH:12]=2)[NH:7][CH:6]=1.C(N(CC)CC)C.[F:25][C:26]1[CH:36]=[CH:35][C:29]([CH:30]=[CH:31][C:32](O)=[O:33])=[CH:28][CH:27]=1.CCN=C=NCCCN(C)C.Cl. Product: [F:25][C:26]1[CH:27]=[CH:28][C:29]([CH:30]=[CH:31][C:32]([NH:2][C@H:3]([C:14]([O:16][CH3:17])=[O:15])[CH2:4][C:5]2[C:13]3[C:8](=[CH:9][CH:10]=[CH:11][CH:12]=3)[NH:7][CH:6]=2)=[O:33])=[CH:35][CH:36]=1. The catalyst class is: 2.